This data is from Experimentally validated miRNA-target interactions with 360,000+ pairs, plus equal number of negative samples. The task is: Binary Classification. Given a miRNA mature sequence and a target amino acid sequence, predict their likelihood of interaction. (1) The miRNA is hsa-miR-199b-5p with sequence CCCAGUGUUUAGACUAUCUGUUC. The protein sequence of the target gene is MPVDLGQALGLLPSLAKAEDSQFSESDAALQEELSSPETARQLFRQFRYQVMSGPHETLKQLRKLCFQWLQPEVHTKEQILEILMLEQFLTILPGEIQMWVRKQCPGSGEEAVTLVESLKGDPQRLWQWISIQVLGQDILSEKMESPSCQVGEVEPHLEVVPQELGLENSSSGPGELLSHIVKEESDTEAELALAASQPARLEERLIRDQDLGASLLPAAPQEQWRQLDSTQKEQYWDLMLETYGKMVSGAGISHPKSDLTNSIEFGEELAGIYLHVNEKIPRPTCIGDRQENDKENLNL.... Result: 0 (no interaction). (2) The miRNA is mmu-miR-5120 with sequence UUUGGGGCUGUGGUGCCACCAGC. The protein sequence of the target gene is MSKSLKKLVEESREKNQPEVDMSDRGISNMLDVNGLFTLSHITQLVLSHNKLTMVPPNIAELKNLEVLNFFNNQIEELPTQISSLQKLKHLNLGMNRLNTLPRGFGSLPALEVLDLTYNNLSENSLPGNFFYLTTLRALYLSDNDFEILPPDIGKLTKLQILSLRDNDLISLPKEIGELTQLKELHIQGNRLTVLPPELGNLDLTGQKQVFKAENNPWVTPIADQFQLGVSHVFEYIRSETYKYLYGRHMQANPEPPKKNNDKSKKISRKPLAAKNR. Result: 0 (no interaction). (3) The miRNA is hsa-miR-3940-5p with sequence GUGGGUUGGGGCGGGCUCUG. The protein sequence of the target gene is MGTSQAFLVLSCLLTGPSLIVCQLLLPSILPNENEKIVPLSSSFSLRCFGESEVSWQHPMSEEEDPNVEIRTEENNSSLFVTVLEVVNASAAHTGWYTCYYNHTQTEESEIEGRHIYIYVPDPDMAFVPLGMTDSLVIVEEDDSAIIPCLTTDPDTEVTLHNNGRLVPASYDSRQGFNGTFSVGPYICEATVRGRTFKTSEFNVYALKATSELNLEMDTRQTVYKAGETIVVTCAVFNNEVVDLQWTYPGEVRNKGITMLEEIKLPSIKLVYTLTVPKATVKDSGDYECAARQATKEVKE.... Result: 0 (no interaction). (4) The miRNA is hsa-miR-340-5p with sequence UUAUAAAGCAAUGAGACUGAUU. The protein sequence of the target gene is MEFFISMSETIKYNDDDHKTLFLKTLNEQRLEGEFCDIAIVVEDVKFRAHRCVLAACSTYFKKLFKKLEVDSSSVIEIDFLRSDIFEEVLNYMYTAKISVKKEDVNLMMSSGQILGIRFLDKLCSQKRDVSSPDESNGQSKSKYCLKLNRPIGDAADAQDDDVEEIGDQDDSPSDDTVEGTPPSQEDGKSPTTTLRVQEAILKELGSEEVRKVNCYGQEVESMETPESKDLGSQTPQALTFNDGMSEVKDEQTPGWTTAASDMKFEYLLYGHHREQIACQACGKTFSDEGRLRKHEKLHT.... Result: 0 (no interaction). (5) Result: 0 (no interaction). The miRNA is hsa-miR-182-5p with sequence UUUGGCAAUGGUAGAACUCACACU. The protein sequence of the target gene is MAASGRGLCKAVAASPFPAWRRDNTEARGGLKPEYDAVVIGAGHNGLVAAAYLQRLGVNTAVFERRHVIGGAAVTEEIIPGFKFSRASYLLSLLRPQIYTDLELKKHGLRLHLRNPYSFTPMLEEGAGSKVPRCLLLGTDMAENQKQIAQFSQKDAQVFPKYEEFMHRLALAIDPLLDAAPVDMAAFQHGSLLQRMRSLSTLKPLLKAGRILGAQLPRYYEVLTAPITKVLDQWFESEPLKATLATDAVIGAMTSPHTPGSGYVLLHHVMGGLEGMQGAWGYVQGGMGALSDAIASSATT.... (6) The miRNA is hsa-miR-93-5p with sequence CAAAGUGCUGUUCGUGCAGGUAG. The protein sequence of the target gene is MNIFDRKINFDALLKFSHITPSTQQHLKKVYASFALCMFVAAAGAYVHMVTHFIQAGLLSALGSLILMIWLMATPHSHETEQKRLGLLAGFAFLTGVGLGPALEFCIAVNPSILPTAFMGTAMIFTCFTLSALYARRRSYLFLGGILMSALSLLLLSSLGNVFFGSIWLFQANLYVGLVVMCGFVLFDTQLIIEKAEHGDQDYIWHCIDLFLDFITVFRKLMMILAMNEKDKKKEKK. Result: 1 (interaction). (7) The miRNA is mmu-miR-5136 with sequence AUAUGCGAGGGAACUACUGG. The protein sequence of the target gene is MKPLLLAVSLGLIAALQAHHLLASDEEIQDVSGTWYLKAMTVDREFPEMNLESVTPMTLTTLEGGNLEAKVTMLISGRCQEVKAVLEKTDEPGKYTADGGKHVAYIIRSHVKDHYIFYCEGELHGKPVRGVKLVGRDPKNNLEALEDFEKAAGARGLSTESILIPRQSETCSPGSD. Result: 0 (no interaction). (8) The miRNA is hsa-miR-6086 with sequence GGAGGUUGGGAAGGGCAGAG. The protein sequence of the target gene is MECCRRATPGTLLLFLAFLLLSSRTARSEEDRDGLWDAWGPWSECSRTCGGGASYSLRRCLSSKSCEGRNIRYRTCSNVDCPPEAGDFRAQQCSAHNDVKHHGQFYEWLPVSNDPDNPCSLKCQAKGTTLVVELAPKVLDGTRCYTESLDMCISGLCQIVGCDHQLGSTVKEDNCGVCNGDGSTCRLVRGQYKSQLSATKSDDTVVAIPYGSRHIRLVLKGPDHLYLETKTLQGTKGENSLSSTGTFLVDNSSVDFQKFPDKEILRMAGPLTADFIVKIRNSGSADSTVQFIFYQPIIHR.... Result: 1 (interaction). (9) The miRNA is mmu-miR-509-3p with sequence UGAUUGACAUUUCUGUAAUGG. Result: 0 (no interaction). The protein sequence of the target gene is MTEKFLFLYLSLLPMPLLSQAQWNENSLVSFSKIIASGNHLSNCWICHNFITRSSSYQYILVRNFSLNLTFGSGIPEGQHKSVPLQVSLANSAHQVPCLDLTPPFNQSSKTSFYFYNCSSLNQTCCPCPEGHCDRKNTSEEGFPSPTIHPMSFSPAGCHPNLTHWCPAKQMNDYRDKSPQNRCAAWEGKELITWRVLYLLPKAHTVPTWPKSTVPLGGPLSPACNQTIPAGWKSQLHKWFDSHIPRWACTPPGYVFLCGPQKNKLPFDGSPKITYSTPPVANLYTCINNIQHTGECAVGL....